Dataset: Forward reaction prediction with 1.9M reactions from USPTO patents (1976-2016). Task: Predict the product of the given reaction. (1) Given the reactants [CH3:1][N:2]([CH3:23])[CH:3]1[CH2:7][CH2:6][N:5]([C:8]2[CH:13]=[CH:12][C:11]([NH:14][C:15]([C:17]3[O:18][C:19](Br)=[CH:20][CH:21]=3)=[O:16])=[CH:10][CH:9]=2)[CH2:4]1.[CH2:24]([O:28][C:29]1[CH:34]=[CH:33][C:32]([C:35]#[CH:36])=[CH:31][CH:30]=1)[CH2:25][CH2:26][CH3:27].C(NC(C)C)(C)C, predict the reaction product. The product is: [CH3:1][N:2]([CH3:23])[CH:3]1[CH2:7][CH2:6][N:5]([C:8]2[CH:13]=[CH:12][C:11]([NH:14][C:15]([C:17]3[O:18][C:19]([C:36]#[C:35][C:32]4[CH:33]=[CH:34][C:29]([O:28][CH2:24][CH2:25][CH2:26][CH3:27])=[CH:30][CH:31]=4)=[CH:20][CH:21]=3)=[O:16])=[CH:10][CH:9]=2)[CH2:4]1. (2) The product is: [O:35]1[CH:36]=[CH:37][CH:38]=[C:34]1[C:30]1[O:31][C:32]([CH3:33])=[C:28]([CH2:27][O:26][C:25]2[CH:39]=[CH:40][C:22]([CH2:21][O:1][C:2]3[C:6]([CH2:7][CH2:8][C:9]([O:11][CH2:12][CH3:13])=[O:10])=[CH:5][N:4]([C:14]4[CH:15]=[CH:16][CH:17]=[CH:18][CH:19]=4)[N:3]=3)=[CH:23][C:24]=2[O:41][CH3:42])[N:29]=1. Given the reactants [OH:1][C:2]1[C:6]([CH2:7][CH2:8][C:9]([O:11][CH2:12][CH3:13])=[O:10])=[CH:5][N:4]([C:14]2[CH:19]=[CH:18][CH:17]=[CH:16][CH:15]=2)[N:3]=1.Cl[CH2:21][C:22]1[CH:40]=[CH:39][C:25]([O:26][CH2:27][C:28]2[N:29]=[C:30]([C:34]3[O:35][CH:36]=[CH:37][CH:38]=3)[O:31][C:32]=2[CH3:33])=[C:24]([O:41][CH3:42])[CH:23]=1.C(=O)([O-])[O-].[K+].[K+].CN(C)C=O, predict the reaction product.